Dataset: Reaction yield outcomes from USPTO patents with 853,638 reactions. Task: Predict the reaction yield, written as a fraction of the theoretical maximum amount of product (1.0 means a 100% yield; for example, 0.34 means a 34% yield). (1) The reactants are [CH:1]1([CH2:10][CH2:11][C:12]([O:14][CH2:15][CH3:16])=[O:13])[NH:6][CH2:5][CH2:4][N:3]2[CH:7]=[CH:8][CH:9]=[C:2]12.C(N(CC)CC)C.[Cl:24][C:25]1[C:30]([CH3:31])=[CH:29][C:28]([S:32](Cl)(=[O:34])=[O:33])=[C:27]([CH3:36])[CH:26]=1. The catalyst is C(Cl)Cl. The product is [Cl:24][C:25]1[C:30]([CH3:31])=[CH:29][C:28]([S:32]([N:6]2[CH2:5][CH2:4][N:3]3[CH:7]=[CH:8][CH:9]=[C:2]3[CH:1]2[CH2:10][CH2:11][C:12]([O:14][CH2:15][CH3:16])=[O:13])(=[O:34])=[O:33])=[C:27]([CH3:36])[CH:26]=1. The yield is 0.520. (2) The catalyst is C1COCC1.C(Cl)Cl. The reactants are Br[C:2]([CH3:16])([CH3:15])[C:3]([NH:5][C:6]1[O:10][N:9]=[C:8]([C:11]([CH3:14])([CH3:13])[CH3:12])[CH:7]=1)=[O:4].[NH2:17][CH:18]1[CH2:23][CH2:22][O:21][CH2:20][CH2:19]1.C([O-])([O-])=O.[Cs+].[Cs+]. The yield is 0.420. The product is [C:11]([C:8]1[CH:7]=[C:6]([NH:5][C:3](=[O:4])[C:2]([CH3:16])([NH:17][CH:18]2[CH2:23][CH2:22][O:21][CH2:20][CH2:19]2)[CH3:15])[O:10][N:9]=1)([CH3:14])([CH3:13])[CH3:12].